This data is from Full USPTO retrosynthesis dataset with 1.9M reactions from patents (1976-2016). The task is: Predict the reactants needed to synthesize the given product. (1) Given the product [F:48][C:36]1[CH:37]=[C:38]([N:41]2[CH2:46][CH2:45][O:44][CH2:43][C:42]2=[O:47])[CH:39]=[CH:40][C:35]=1[NH:34][C:33]([N:8]1[CH2:12][CH2:11][C@H:10]([CH2:13][NH:14][C:15]([C:17]2[S:18][C:19]([Cl:22])=[CH:20][CH:21]=2)=[O:16])[CH2:9]1)=[O:32], predict the reactants needed to synthesize it. The reactants are: FC(F)(F)C(O)=O.[NH:8]1[CH2:12][CH2:11][C@H:10]([CH2:13][NH:14][C:15]([C:17]2[S:18][C:19]([Cl:22])=[CH:20][CH:21]=2)=[O:16])[CH2:9]1.[N+](C1C=CC([O:32][C:33](=O)[NH:34][C:35]2[CH:40]=[CH:39][C:38]([N:41]3[CH2:46][CH2:45][O:44][CH2:43][C:42]3=[O:47])=[CH:37][C:36]=2[F:48])=CC=1)([O-])=O. (2) Given the product [OH:4][C@H:5]1[CH2:10][CH2:9][C@H:8]([NH:11][C:12]([O:14][C:15]([CH3:18])([CH3:17])[CH3:16])=[O:13])[CH:7]=[CH:6]1, predict the reactants needed to synthesize it. The reactants are: C([O:4][C@H:5]1[CH2:10][CH2:9][C@H:8]([NH:11][C:12]([O:14][C:15]([CH3:18])([CH3:17])[CH3:16])=[O:13])[CH:7]=[CH:6]1)(=O)C.C([O-])([O-])=O.[K+].[K+]. (3) Given the product [CH3:12][CH:13]([CH3:41])[CH2:14][N:15]1[C:27]2[C:26]3[CH:25]=[CH:24][C:23]([O:28][C:29]4[CH:34]=[CH:33][C:32]([N+:35]([O-:37])=[O:36])=[CH:31][CH:30]=4)=[CH:22][C:21]=3[N:20]=[C:19]([NH2:43])[C:18]=2[N:17]=[C:16]1[CH2:38][CH2:39][CH3:40], predict the reactants needed to synthesize it. The reactants are: C1C=C(Cl)C=C(C(OO)=O)C=1.[CH3:12][CH:13]([CH3:41])[CH2:14][N:15]1[C:27]2[C:26]3[CH:25]=[CH:24][C:23]([O:28][C:29]4[CH:34]=[CH:33][C:32]([N+:35]([O-:37])=[O:36])=[CH:31][CH:30]=4)=[CH:22][C:21]=3[N:20]=[CH:19][C:18]=2[N:17]=[C:16]1[CH2:38][CH2:39][CH3:40].[OH-].[NH4+:43].C1(C)C=CC(S(Cl)(=O)=O)=CC=1. (4) Given the product [CH3:1][CH2:2][CH2:3][C:4]1[N:8]([CH2:9][C:10]2[CH:11]=[CH:12][C:13]([C:16]3[CH:17]=[CH:18][CH:19]=[CH:20][C:21]=3[C:22]3[NH:26][N:25]=[N:24][N:23]=3)=[CH:14][CH:15]=2)[C:7]([C:46]([O:48][CH2:49][C:50]2[O:55][C:53](=[O:54])[O:52][C:51]=2[CH3:56])=[O:47])=[C:6]([C:57]([OH:60])([CH3:59])[CH3:58])[N:5]=1, predict the reactants needed to synthesize it. The reactants are: [CH3:1][CH2:2][CH2:3][C:4]1[N:8]([CH2:9][C:10]2[CH:15]=[CH:14][C:13]([C:16]3[C:21]([C:22]4[N:26](C(C5C=CC=CC=5)(C5C=CC=CC=5)C5C=CC=CC=5)[N:25]=[N:24][N:23]=4)=[CH:20][CH:19]=[CH:18][CH:17]=3)=[CH:12][CH:11]=2)[C:7]([C:46]([O:48][CH2:49][C:50]2[O:55][C:53](=[O:54])[O:52][C:51]=2[CH3:56])=[O:47])=[C:6]([C:57]([OH:60])([CH3:59])[CH3:58])[N:5]=1.CC(C)=O.Br. (5) Given the product [NH2:37][CH:34]1[CH2:33][CH2:32][C:31]([CH2:30][C:29]([NH:28][CH:14]2[CH2:13][C:9]3[CH:10]=[CH:11][CH:12]=[C:7]([C:6]([OH:5])=[O:49])[C:8]=3[O:23][B:15]2[OH:16])=[O:46])([OH:45])[CH2:36][CH2:35]1, predict the reactants needed to synthesize it. The reactants are: C([O:5][C:6](=[O:49])[C:7]1[CH:12]=[CH:11][CH:10]=[C:9]([CH2:13][CH:14]([NH:28][C:29](=[O:46])[CH2:30][C:31]2([OH:45])[CH2:36][CH2:35][CH:34]([NH:37]C(OC(C)(C)C)=O)[CH2:33][CH2:32]2)[B:15]2[O:23]C3C(C)(C4CC(C3)C4(C)C)[O:16]2)[C:8]=1OC)(C)(C)C.B(Cl)(Cl)Cl. (6) Given the product [CH3:13][C:6]1[C:5]([S:2](=[O:3])(=[O:4])[NH:24][C:23]2[CH:25]=[CH:26][CH:27]=[C:21]([O:14][C:15]3[CH:16]=[CH:17][CH:18]=[CH:19][CH:20]=3)[CH:22]=2)=[CH:9][S:8][C:7]=1[C:10]([NH:31][C:30]1[CH:32]=[CH:33][CH:34]=[CH:35][C:29]=1[C:28]([OH:37])=[O:36])=[O:12], predict the reactants needed to synthesize it. The reactants are: Cl[S:2]([C:5]1[C:6]([CH3:13])=[C:7]([C:10]([OH:12])=O)[S:8][CH:9]=1)(=[O:4])=[O:3].[O:14]([C:21]1[CH:22]=[C:23]([CH:25]=[CH:26][CH:27]=1)[NH2:24])[C:15]1[CH:20]=[CH:19][CH:18]=[CH:17][CH:16]=1.[C:28]([O:37]C)(=[O:36])[C:29]1[C:30](=[CH:32][CH:33]=[CH:34][CH:35]=1)[NH2:31].